From a dataset of Full USPTO retrosynthesis dataset with 1.9M reactions from patents (1976-2016). Predict the reactants needed to synthesize the given product. (1) Given the product [CH:1]1([NH:6][C:7]2[N:12]3[N:13]=[C:14]([C:16]4[CH:21]=[CH:20][CH:19]=[CH:18][CH:17]=4)[CH:15]=[C:11]3[N:10]=[CH:9][N:8]=2)[CH2:5][CH2:4][CH2:3][CH2:2]1, predict the reactants needed to synthesize it. The reactants are: [CH:1]1([NH:6][C:7]2[N:12]3[N:13]=[C:14]([C:16]4[CH:21]=[CH:20][CH:19]=[CH:18][CH:17]=4)[CH:15]=[C:11]3[N:10]=[C:9](SC)[N:8]=2)[CH2:5][CH2:4][CH2:3][CH2:2]1. (2) Given the product [Br:1][C:2]1[CH:3]=[N:4][C:5]([C:15]2[CH:16]=[C:11]([CH2:10][OH:9])[CH:12]=[CH:13][CH:14]=2)=[N:6][CH:7]=1, predict the reactants needed to synthesize it. The reactants are: [Br:1][C:2]1[CH:3]=[N:4][C:5](I)=[N:6][CH:7]=1.[OH:9][CH2:10][C:11]1[CH:12]=[C:13](B(O)O)[CH:14]=[CH:15][CH:16]=1.O.O.O.P([O-])([O-])([O-])=O.[K+].[K+].[K+].COC(C)(C)C. (3) Given the product [C:1]([O:5][C:6]([N:8]1[CH2:13][CH2:12][N:11]([C:14](=[O:33])[C:15]2[CH:20]=[CH:19][C:18]([N:21]3[C@H:25]([CH2:26][O:27][CH3:34])[CH2:24][O:23][C:22]3=[O:28])=[CH:17][C:16]=2[S:29]([CH3:32])(=[O:31])=[O:30])[CH2:10][CH2:9]1)=[O:7])([CH3:3])([CH3:4])[CH3:2], predict the reactants needed to synthesize it. The reactants are: [C:1]([O:5][C:6]([N:8]1[CH2:13][CH2:12][N:11]([C:14](=[O:33])[C:15]2[CH:20]=[CH:19][C:18]([N:21]3[C@H:25]([CH2:26][OH:27])[CH2:24][O:23][C:22]3=[O:28])=[CH:17][C:16]=2[S:29]([CH3:32])(=[O:31])=[O:30])[CH2:10][CH2:9]1)=[O:7])([CH3:4])([CH3:3])[CH3:2].[CH3:34]I. (4) The reactants are: [Cl:1][C:2]1[CH:3]=[C:4]([NH:16][C:17]2[C:26]3[C:21](=[CH:22][C:23]([O:34][CH3:35])=[C:24]([O:27][CH:28]4[CH2:33][CH2:32][NH:31][CH2:30][CH2:29]4)[CH:25]=3)[N:20]=[CH:19][N:18]=2)[CH:5]=[CH:6][C:7]=1[O:8][CH2:9][C:10]1[CH:15]=[N:14][CH:13]=[CH:12][N:11]=1.[C:36](O)(=[O:39])[CH2:37][OH:38]. Given the product [Cl:1][C:2]1[CH:3]=[C:4]([NH:16][C:17]2[C:26]3[C:21](=[CH:22][C:23]([O:34][CH3:35])=[C:24]([O:27][CH:28]4[CH2:33][CH2:32][N:31]([C:37](=[O:38])[CH2:36][OH:39])[CH2:30][CH2:29]4)[CH:25]=3)[N:20]=[CH:19][N:18]=2)[CH:5]=[CH:6][C:7]=1[O:8][CH2:9][C:10]1[CH:15]=[N:14][CH:13]=[CH:12][N:11]=1, predict the reactants needed to synthesize it. (5) Given the product [F:29][C:20]1[CH:21]=[C:22]([C:25]([OH:28])([CH3:26])[CH3:27])[CH:23]=[CH:24][C:19]=1[C:13]1[S:12][C:11]([NH:10][C:2]2[CH:7]=[CH:6][N:5]=[C:4]([CH2:8][OH:9])[N:3]=2)=[C:15]([C:16]([NH2:18])=[O:17])[CH:14]=1, predict the reactants needed to synthesize it. The reactants are: Cl[C:2]1[CH:7]=[CH:6][N:5]=[C:4]([CH2:8][OH:9])[N:3]=1.[NH2:10][C:11]1[S:12][C:13]([C:19]2[CH:24]=[CH:23][C:22]([C:25]([OH:28])([CH3:27])[CH3:26])=[CH:21][C:20]=2[F:29])=[CH:14][C:15]=1[C:16]([NH2:18])=[O:17].